Dataset: Forward reaction prediction with 1.9M reactions from USPTO patents (1976-2016). Task: Predict the product of the given reaction. (1) Given the reactants Cl[C:2]1[CH:7]=[CH:6][N:5]=[C:4]2[CH:8]=[C:9]([C:11]([N:13]3[CH2:16][CH:15]([OH:17])[CH2:14]3)=[O:12])[S:10][C:3]=12.[CH3:18][NH:19][C:20]([C:22]1[C:30]2[C:25](=[CH:26][C:27]([OH:31])=[CH:28][CH:29]=2)[N:24]([CH3:32])[C:23]=1[CH3:33])=[O:21].C([O-])([O-])=O.[Cs+].[Cs+], predict the reaction product. The product is: [CH3:18][NH:19][C:20]([C:22]1[C:30]2[C:25](=[CH:26][C:27]([O:31][C:2]3[CH:7]=[CH:6][N:5]=[C:4]4[CH:8]=[C:9]([C:11]([N:13]5[CH2:16][CH:15]([OH:17])[CH2:14]5)=[O:12])[S:10][C:3]=34)=[CH:28][CH:29]=2)[N:24]([CH3:32])[C:23]=1[CH3:33])=[O:21]. (2) Given the reactants ClC1C=CC(N2CCN([CH:14]([C:16]3[CH:21]=[CH:20][N:19]=[C:18]([CH3:22])[C:17]=3[CH3:23])C)CC2)=CC=1OC.C[N+]1([O-])CC[O:30]CC1, predict the reaction product. The product is: [CH3:22][C:18]1[C:17]([CH3:23])=[C:16]([CH:14]=[O:30])[CH:21]=[CH:20][N:19]=1. (3) Given the reactants [C:1]([C:3]1[CH:8]=[CH:7][C:6]([OH:9])=[CH:5][CH:4]=1)#[N:2].[H-].[Na+].[Cl:12][C:13]1[CH:29]=[C:28]([Cl:30])[CH:27]=[CH:26][C:14]=1[CH2:15][NH:16][C:17](=[O:25])[C:18]1[CH:23]=[CH:22][C:21](F)=[N:20][CH:19]=1, predict the reaction product. The product is: [C:1]([C:3]1[CH:8]=[CH:7][C:6]([O:9][C:21]2[CH:22]=[CH:23][C:18]([C:17]([NH:16][CH2:15][C:14]3[CH:26]=[CH:27][C:28]([Cl:30])=[CH:29][C:13]=3[Cl:12])=[O:25])=[CH:19][N:20]=2)=[CH:5][CH:4]=1)#[N:2]. (4) Given the reactants C=O.[C:3]([BH3-])#N.[Na+].[CH3:7][N:8]([CH3:31])[NH:9][C:10]1[CH:19]=[C:18]2[C:13]([CH:14]=[C:15]([C:21]3[CH:26]=[CH:25][CH:24]=[CH:23][C:22]=3[C:27]([F:30])([F:29])[F:28])[NH:16][C:17]2=[O:20])=[CH:12][CH:11]=1.C(=O)(O)[O-].[Na+], predict the reaction product. The product is: [F:29][C:27]([F:28])([F:30])[C:22]1[CH:23]=[CH:24][CH:25]=[CH:26][C:21]=1[C:15]1[NH:16][C:17](=[O:20])[C:18]2[C:13]([CH:14]=1)=[CH:12][CH:11]=[C:10]([N:9]([CH3:3])[N:8]([CH3:31])[CH3:7])[CH:19]=2. (5) The product is: [NH2:1][C:4]1[CH:5]=[CH:6][C:7]([N:10]2[CH2:14][CH2:13][C@@H:12]([N:15]3[CH2:34][CH2:33][CH2:32][C:16]3=[O:22])[CH2:11]2)=[CH:8][CH:9]=1. Given the reactants [N+:1]([C:4]1[CH:9]=[CH:8][C:7]([N:10]2[CH2:14][CH2:13][CH:12]([NH:15][C:16](=[O:22])OC(C)(C)C)[CH2:11]2)=[CH:6][CH:5]=1)([O-])=O.P([O-])([O-])([O-])=O.[Na+].[Na+].[Na+].Cl[CH2:32][CH2:33][CH2:34]C(Cl)=O.[OH-].[Na+], predict the reaction product. (6) Given the reactants [F:1][C:2]1[CH:3]=[C:4]([CH:7]=[C:8]([B:10]2[O:14][C:13]([CH3:16])([CH3:15])[C:12]([CH3:18])([CH3:17])[O:11]2)[CH:9]=1)[C:5]#[N:6].[N:19]([Si](C)(C)C)=[N+:20]=[N-:21].C([Sn](=O)CCCC)CCC, predict the reaction product. The product is: [F:1][C:2]1[CH:3]=[C:4]([C:5]2[NH:21][N:20]=[N:19][N:6]=2)[CH:7]=[C:8]([B:10]2[O:14][C:13]([CH3:16])([CH3:15])[C:12]([CH3:18])([CH3:17])[O:11]2)[CH:9]=1.